Task: Predict which catalyst facilitates the given reaction.. Dataset: Catalyst prediction with 721,799 reactions and 888 catalyst types from USPTO Reactant: C(OC(=O)[NH:7][CH2:8][CH2:9]O)(C)(C)C.[CH3:12][O:13][C:14](=[O:22])[C:15]1[CH:20]=[CH:19][C:18]([OH:21])=[CH:17][CH:16]=1.C1(P(C2C=CC=CC=2)C2C=CC=CC=2)C=CC=CC=1.N(C(OC(C)C)=O)=NC(OC(C)C)=O.C([Cl:59])(=O)C. Product: [ClH:59].[CH3:12][O:13][C:14](=[O:22])[C:15]1[CH:20]=[CH:19][C:18]([O:21][CH2:9][CH2:8][NH2:7])=[CH:17][CH:16]=1. The catalyst class is: 7.